Dataset: Forward reaction prediction with 1.9M reactions from USPTO patents (1976-2016). Task: Predict the product of the given reaction. (1) The product is: [CH3:2][C:3]1([CH3:26])[CH2:12][CH2:11][C:10]([CH3:13])([CH3:14])[C:9]2[CH:8]=[C:7]([C:15]3[N:16]=[C:17]([CH:20]4[CH2:25][CH2:24][N:23]([CH2:28][CH2:29][NH:30][CH2:34][CH2:33][OH:32])[CH2:22][CH2:21]4)[S:18][CH:19]=3)[CH:6]=[CH:5][C:4]1=2. Given the reactants Cl.[CH3:2][C:3]1([CH3:26])[CH2:12][CH2:11][C:10]([CH3:14])([CH3:13])[C:9]2[CH:8]=[C:7]([C:15]3[N:16]=[C:17]([CH:20]4[CH2:25][CH2:24][NH:23][CH2:22][CH2:21]4)[S:18][CH:19]=3)[CH:6]=[CH:5][C:4]1=2.Cl[CH2:28][CH2:29][N:30]1[CH2:34][CH2:33][O:32]C1=O.[OH-].[Na+].Cl, predict the reaction product. (2) Given the reactants [F:1][C:2]1[C:3]([NH:34][C:35]2[CH:40]=[CH:39][C:38]([I:41])=[CH:37][C:36]=2[F:42])=[C:4]([C:9]([N:11]2[CH2:14][C:13]([CH:16]3[CH2:21][N:20](S(C4C=CC=CC=4[N+]([O-])=O)(=O)=O)[CH2:19][CH2:18][NH:17]3)([OH:15])[CH2:12]2)=[O:10])[CH:5]=[CH:6][C:7]=1[F:8].C(=O)([O-])[O-].[K+].[K+].C1(S)C=CC=CC=1, predict the reaction product. The product is: [F:1][C:2]1[C:3]([NH:34][C:35]2[CH:40]=[CH:39][C:38]([I:41])=[CH:37][C:36]=2[F:42])=[C:4]([C:9]([N:11]2[CH2:14][C:13]([CH:16]3[CH2:21][NH:20][CH2:19][CH2:18][NH:17]3)([OH:15])[CH2:12]2)=[O:10])[CH:5]=[CH:6][C:7]=1[F:8]. (3) Given the reactants N1C=CC=CC=1.[Cl:7][C:8]1[C:9]([CH:15]([S:24]([C:27]2[CH:32]=[CH:31][C:30]([Cl:33])=[CH:29][CH:28]=2)(=[O:26])=[O:25])[C:16]2[CH:21]=[C:20]([F:22])[CH:19]=[CH:18][C:17]=2[F:23])=[CH:10][C:11]([NH2:14])=[N:12][CH:13]=1.[CH3:34][S:35](Cl)(=[O:37])=[O:36].C(OCC)(=O)C, predict the reaction product. The product is: [Cl:7][C:8]1[C:9]([CH:15]([S:24]([C:27]2[CH:32]=[CH:31][C:30]([Cl:33])=[CH:29][CH:28]=2)(=[O:26])=[O:25])[C:16]2[CH:21]=[C:20]([F:22])[CH:19]=[CH:18][C:17]=2[F:23])=[CH:10][C:11]([NH:14][S:35]([CH3:34])(=[O:37])=[O:36])=[N:12][CH:13]=1. (4) The product is: [CH3:46][C:41]1[C:40]([S:37]([N:18]2[CH2:17][CH2:16][C:15]3[C:20](=[CH:21][CH:22]=[C:13]([OH:12])[CH:14]=3)[CH:19]2[C:23]2[CH:24]=[CH:25][C:26]([O:29][CH2:30][CH2:31][N:32]3[CH2:36][CH2:35][CH2:34][CH2:33]3)=[CH:27][CH:28]=2)(=[O:39])=[O:38])=[C:44]([CH3:45])[O:43][N:42]=1. Given the reactants B(Br)(Br)Br.C([O:12][C:13]1[CH:14]=[C:15]2[C:20](=[CH:21][CH:22]=1)[CH:19]([C:23]1[CH:28]=[CH:27][C:26]([O:29][CH2:30][CH2:31][N:32]3[CH2:36][CH2:35][CH2:34][CH2:33]3)=[CH:25][CH:24]=1)[N:18]([S:37]([C:40]1[C:41]([CH3:46])=[N:42][O:43][C:44]=1[CH3:45])(=[O:39])=[O:38])[CH2:17][CH2:16]2)C1C=CC=CC=1.CO, predict the reaction product. (5) Given the reactants Cl[CH2:2][C:3]([NH:5][C:6]1[CH:7]=[CH:8][C:9]2[N:10]([CH3:19])[C:11]3[C:16]([C:17]=2[CH:18]=1)=[CH:15][CH:14]=[CH:13][CH:12]=3)=[O:4].[C:20]([O-:23])([O-])=O.[K+].[K+].O.C([O:30][CH2:31][CH3:32])(=O)C.C[N:34]([CH:36]=O)[CH3:35], predict the reaction product. The product is: [OH:30][C:31]1[C:32]([CH2:20][OH:23])=[C:36]([NH:34][CH:35]2[CH2:18][CH2:6][N:5]([CH2:2][C:3]([NH:5][C:6]3[CH:7]=[CH:8][C:9]4[N:10]([CH3:19])[C:11]5[C:16]([C:17]=4[CH:18]=3)=[CH:15][CH:14]=[CH:13][CH:12]=5)=[O:4])[CH2:3][CH2:2]2)[CH:7]=[CH:8][CH:9]=1. (6) Given the reactants [O:1]1[CH2:6][CH2:5][N:4]([C:7]2[CH:12]=[CH:11][C:10]([C:13]3[NH:14][C:15]4[CH:21]=[C:20]([NH2:22])[CH:19]=[CH:18][C:16]=4[N:17]=3)=[CH:9][CH:8]=2)[CH2:3][CH2:2]1.[C:23]([OH:28])(=O)[C:24](O)=[O:25], predict the reaction product. The product is: [O:1]1[CH2:6][CH2:5][N:4]([C:7]2[CH:12]=[CH:11][C:10]([C:13]3[NH:17][C:16]4[CH:18]=[CH:19][C:20]([NH:22][C:23](=[O:28])[C:24]([NH:22][C:20]5[CH:19]=[CH:18][C:16]6[NH:17][C:13]([C:10]7[CH:11]=[CH:12][C:7]([N:4]8[CH2:3][CH2:2][O:1][CH2:6][CH2:5]8)=[CH:8][CH:9]=7)=[N:14][C:15]=6[CH:21]=5)=[O:25])=[CH:21][C:15]=4[N:14]=3)=[CH:9][CH:8]=2)[CH2:3][CH2:2]1. (7) Given the reactants S([CH2:5][CH2:6][C:7]#[C:8][C:9]1[CH:14]=[CH:13][CH:12]=[CH:11][CH:10]=1)(C)(=O)=O.[CH2:15]([C:22]1([OH:28])[CH2:27][CH2:26][NH:25][CH2:24][CH2:23]1)[C:16]1[CH:21]=[CH:20][CH:19]=[CH:18][CH:17]=1.C([O-])([O-])=O.[K+].[K+], predict the reaction product. The product is: [CH2:15]([C:22]1([OH:28])[CH2:27][CH2:26][N:25]([CH2:5][CH2:6][C:7]#[C:8][C:9]2[CH:14]=[CH:13][CH:12]=[CH:11][CH:10]=2)[CH2:24][CH2:23]1)[C:16]1[CH:17]=[CH:18][CH:19]=[CH:20][CH:21]=1. (8) Given the reactants [CH:1]([C:3]1[CH:8]=[CH:7][C:6]([C:9]2[CH:14]=[C:13]([C:15]3[N:19]4[CH:20]=[CH:21][CH:22]=[CH:23][C:18]4=[N:17][C:16]=3[C:24]3[CH:29]=[CH:28][CH:27]=[CH:26][N:25]=3)[CH:12]=[CH:11][N:10]=2)=[CH:5][CH:4]=1)=O.[NH:30]1[CH2:35][CH2:34][O:33][CH2:32][CH2:31]1, predict the reaction product. The product is: [N:30]1([CH2:1][C:3]2[CH:4]=[CH:5][C:6]([C:9]3[CH:14]=[C:13]([C:15]4[N:19]5[CH:20]=[CH:21][CH:22]=[CH:23][C:18]5=[N:17][C:16]=4[C:24]4[CH:29]=[CH:28][CH:27]=[CH:26][N:25]=4)[CH:12]=[CH:11][N:10]=3)=[CH:7][CH:8]=2)[CH2:35][CH2:34][O:33][CH2:32][CH2:31]1. (9) Given the reactants [CH3:1][C@@:2]1([NH:17]C(=O)OC(C)(C)C)[CH2:6][CH2:5][C@H:4]([C:7]([N:9]2[CH2:14][CH2:13][CH2:12][CH2:11][CH2:10]2)=[O:8])[C:3]1([CH3:16])[CH3:15].[ClH:25], predict the reaction product. The product is: [ClH:25].[NH2:17][C@:2]1([CH3:1])[CH2:6][CH2:5][C@H:4]([C:7]([N:9]2[CH2:14][CH2:13][CH2:12][CH2:11][CH2:10]2)=[O:8])[C:3]1([CH3:16])[CH3:15]. (10) Given the reactants [NH:1]([S:8]([C:11]1[CH:20]=[CH:19][C:18]([O:21][CH3:22])=[C:17]2[C:12]=1[CH2:13][CH2:14][C@H:15]([NH:23][C:24](=O)[CH2:25][F:26])[CH2:16]2)(=[O:10])=[O:9])[C:2]1[CH:7]=[CH:6][CH:5]=[CH:4][CH:3]=1.O1CCCC1.B.Cl.C([O-])(O)=O.[Na+], predict the reaction product. The product is: [F:26][CH2:25][CH2:24][NH:23][C@H:15]1[CH2:14][CH2:13][C:12]2[C:11]([S:8]([NH:1][C:2]3[CH:7]=[CH:6][CH:5]=[CH:4][CH:3]=3)(=[O:10])=[O:9])=[CH:20][CH:19]=[C:18]([O:21][CH3:22])[C:17]=2[CH2:16]1.